Dataset: Full USPTO retrosynthesis dataset with 1.9M reactions from patents (1976-2016). Task: Predict the reactants needed to synthesize the given product. Given the product [C:1]([O:5][C:6]([N:8]1[CH2:13][CH2:12][N:11]([C:14]2[CH:19]=[CH:18][C:17]([Cl:20])=[CH:16][CH:15]=2)[CH:10]([C:21]2[CH:26]=[CH:25][C:24]([CH2:27][N:31]([CH2:32][CH3:33])[CH2:29][CH3:30])=[CH:23][CH:22]=2)[CH2:9]1)=[O:7])([CH3:4])([CH3:2])[CH3:3], predict the reactants needed to synthesize it. The reactants are: [C:1]([O:5][C:6]([N:8]1[CH2:13][CH2:12][N:11]([C:14]2[CH:19]=[CH:18][C:17]([Cl:20])=[CH:16][CH:15]=2)[CH:10]([C:21]2[CH:26]=[CH:25][C:24]([CH:27]=O)=[CH:23][CH:22]=2)[CH2:9]1)=[O:7])([CH3:4])([CH3:3])[CH3:2].[CH2:29]([NH:31][CH2:32][CH3:33])[CH3:30].C(O[BH-](OC(=O)C)OC(=O)C)(=O)C.[Na+].